This data is from Reaction yield outcomes from USPTO patents with 853,638 reactions. The task is: Predict the reaction yield, written as a fraction of the theoretical maximum amount of product (1.0 means a 100% yield; for example, 0.34 means a 34% yield). (1) The reactants are [CH2:1]([O:3][C:4]([C:6]1[NH:7][CH:8]=[C:9]2[CH:18]([C:19]3[O:20][C:21]([S:24][C:25]4[NH:29][C:28]5[CH:30]=[CH:31][C:32]([O:34][Si](C(C)(C)C)(C)C)=[CH:33][C:27]=5[N:26]=4)=[CH:22][CH:23]=3)[C:17]3[C:16](=[O:42])[CH2:15][CH2:14][CH2:13][C:12]=3[NH:11][C:10]=12)=[O:5])[CH3:2].CCCC[N+](CCCC)(CCCC)CCCC.[F-]. The yield is 0.500. The product is [CH2:1]([O:3][C:4]([C:6]1[NH:7][CH:8]=[C:9]2[CH:18]([C:19]3[O:20][C:21]([S:24][C:25]4[NH:29][C:28]5[CH:30]=[CH:31][C:32]([OH:34])=[CH:33][C:27]=5[N:26]=4)=[CH:22][CH:23]=3)[C:17]3[C:16](=[O:42])[CH2:15][CH2:14][CH2:13][C:12]=3[NH:11][C:10]=12)=[O:5])[CH3:2]. The catalyst is O1CCCC1. (2) The reactants are [F:1][C:2]1[CH:3]=[C:4]([NH:10][C:11]2[C:16]([C:17]3[N:22]=[C:21]([CH3:23])[N:20]=[C:19]([NH2:24])[N:18]=3)=[CH:15][C:14]([CH:25]([N:27]3[CH2:32][CH2:31][NH:30][CH2:29][CH2:28]3)[CH3:26])=[CH:13][N:12]=2)[CH:5]=[N:6][C:7]=1[O:8][CH3:9].C(N(CC)CC)C.[CH3:40][N:41]([CH3:45])[C:42](Cl)=[O:43]. The catalyst is ClCCl. The product is [NH2:24][C:19]1[N:20]=[C:21]([CH3:23])[N:22]=[C:17]([C:16]2[CH:15]=[C:14]([CH:25]([N:27]3[CH2:28][CH2:29][N:30]([C:42]([N:41]([CH3:45])[CH3:40])=[O:43])[CH2:31][CH2:32]3)[CH3:26])[CH:13]=[N:12][C:11]=2[NH:10][C:4]2[CH:5]=[N:6][C:7]([O:8][CH3:9])=[C:2]([F:1])[CH:3]=2)[N:18]=1. The yield is 0.427. (3) The reactants are [O:1]1[CH2:6][CH2:5][N:4]([C:7]2[CH:12]=[CH:11][C:10]([C:13]3[NH:17][C:16]4[CH:18]=[CH:19][CH:20]=[C:21]([C:22](O)=[O:23])[C:15]=4[N:14]=3)=[C:9]([C:25]([F:28])([F:27])[F:26])[CH:8]=2)[CH2:3][CH2:2]1.CN(C(ON1N=[N:44][C:39]2[CH:40]=[CH:41][CH:42]=[N:43][C:38]1=2)=[N+](C)C)C.F[P-](F)(F)(F)(F)F.CCN(C(C)C)C(C)C.NC1C=NC=CC=1. The catalyst is CN(C=O)C.O. The product is [O:1]1[CH2:6][CH2:5][N:4]([C:7]2[CH:12]=[CH:11][C:10]([C:13]3[NH:17][C:16]4[CH:18]=[CH:19][CH:20]=[C:21]([C:22]([NH:44][C:39]5[CH:38]=[N:43][CH:42]=[CH:41][CH:40]=5)=[O:23])[C:15]=4[N:14]=3)=[C:9]([C:25]([F:27])([F:26])[F:28])[CH:8]=2)[CH2:3][CH2:2]1. The yield is 0.340. (4) The reactants are [N:1]([CH2:4][C@H:5]1[O:9][C@@H:8]([N:10]2[CH:17]=[CH:16][C:14](=[O:15])[NH:13][C:11]2=[O:12])[CH2:7][C@@H:6]1[OH:18])=[N+]=[N-]. The catalyst is CO.O.[Pd]. The product is [NH2:1][CH2:4][C@H:5]1[O:9][C@@H:8]([N:10]2[CH:17]=[CH:16][C:14](=[O:15])[NH:13][C:11]2=[O:12])[CH2:7][C@@H:6]1[OH:18]. The yield is 0.890. (5) The reactants are [ClH:1].[NH2:2][C@@H:3]([C@@H:19]([C:24]1[CH:29]=[C:28]([F:30])[CH:27]=[C:26]([F:31])[CH:25]=1)[C:20]([F:23])([F:22])[F:21])[C:4](N1[C@@H](CC2C=CC=CC=2)COC1=O)=[O:5].[Li+].[BH4-].Cl. The catalyst is C1COCC1.CCOCC.CO. The product is [ClH:1].[NH2:2][C@@H:3]([C@@H:19]([C:24]1[CH:25]=[C:26]([F:31])[CH:27]=[C:28]([F:30])[CH:29]=1)[C:20]([F:21])([F:22])[F:23])[CH2:4][OH:5]. The yield is 0.860.